Predict the reactants needed to synthesize the given product. From a dataset of Full USPTO retrosynthesis dataset with 1.9M reactions from patents (1976-2016). (1) Given the product [CH3:16][C:11]1[CH:12]=[C:13]([CH3:15])[N:14]=[C:9]([CH2:2][CH2:3][C:4]([O:6][CH3:7])=[O:5])[N:10]=1, predict the reactants needed to synthesize it. The reactants are: I[CH2:2][CH2:3][C:4]([O:6][CH3:7])=[O:5].Cl[C:9]1[N:14]=[C:13]([CH3:15])[CH:12]=[C:11]([CH3:16])[N:10]=1. (2) Given the product [Cl:17][C:4]1[CH:3]=[C:2]([C:23]2[CH:24]=[CH:25][C:20]([N:19]([CH3:29])[CH3:18])=[CH:21][CH:22]=2)[C:10]2[N:9]3[CH2:11][CH2:12][NH:13][C:14](=[O:15])[C:8]3=[C:7]([CH3:16])[C:6]=2[CH:5]=1, predict the reactants needed to synthesize it. The reactants are: Br[C:2]1[C:10]2[N:9]3[CH2:11][CH2:12][NH:13][C:14](=[O:15])[C:8]3=[C:7]([CH3:16])[C:6]=2[CH:5]=[C:4]([Cl:17])[CH:3]=1.[CH3:18][N:19]([CH3:29])[C:20]1[CH:25]=[CH:24][C:23](B(O)O)=[CH:22][CH:21]=1. (3) The reactants are: C1(O[C:8](=[O:40])[NH:9][C:10]2[CH:15]=[CH:14][C:13]([C:16]3[CH:21]=[C:20]([C:22]4[CH:27]=[C:26]([F:28])[CH:25]=[CH:24][C:23]=4[S:29]([CH3:32])(=[O:31])=[O:30])[N:19]=[C:18]([N:33]4[CH2:38][CH2:37][O:36][CH2:35][C@@H:34]4[CH3:39])[N:17]=3)=[CH:12][CH:11]=2)C=CC=CC=1.[NH2:41][C:42]([CH3:46])([CH3:45])[CH2:43][OH:44]. Given the product [F:28][C:26]1[CH:25]=[CH:24][C:23]([S:29]([CH3:32])(=[O:30])=[O:31])=[C:22]([C:20]2[N:19]=[C:18]([N:33]3[CH2:38][CH2:37][O:36][CH2:35][C@@H:34]3[CH3:39])[N:17]=[C:16]([C:13]3[CH:12]=[CH:11][C:10]([NH:9][C:8]([NH:41][C:42]([CH3:46])([CH3:45])[CH2:43][OH:44])=[O:40])=[CH:15][CH:14]=3)[CH:21]=2)[CH:27]=1, predict the reactants needed to synthesize it. (4) Given the product [Cl:8][C:9]1[C:10]([O:23][C:24]2[CH:25]=[N:26][C:27]([N:36]3[CH2:37][CH2:38][C:34]([F:39])([F:33])[CH2:35]3)=[C:28]([Cl:30])[CH:29]=2)=[CH:11][C:12]([F:22])=[C:13]([CH:21]=1)[C:14]([NH:16][S:17]([CH3:20])(=[O:19])=[O:18])=[O:15], predict the reactants needed to synthesize it. The reactants are: C(N(CC)CC)C.[Cl:8][C:9]1[C:10]([O:23][C:24]2[CH:25]=[N:26][C:27](F)=[C:28]([Cl:30])[CH:29]=2)=[CH:11][C:12]([F:22])=[C:13]([CH:21]=1)[C:14]([NH:16][S:17]([CH3:20])(=[O:19])=[O:18])=[O:15].Cl.[F:33][C:34]1([F:39])[CH2:38][CH2:37][NH:36][CH2:35]1.O. (5) Given the product [CH3:34][C:33]([CH3:36])([CH3:35])[CH2:32][CH2:31][C@:27]1([CH3:30])[C:26]2[C:21](=[CH:22][CH:23]=[CH:24][CH:25]=2)[C:20]([OH:37])=[C:19]([C:18]2[NH:1][C:2]3[S:3][CH:4]=[C:5]([CH2:11][O:12][CH2:13][O:14][CH3:15])[C:6]=3[S:7](=[O:8])(=[O:9])[N:10]=2)[C:28]1=[O:29], predict the reactants needed to synthesize it. The reactants are: [NH2:1][C:2]1[S:3][CH:4]=[C:5]([CH2:11][O:12][CH2:13][O:14][CH3:15])[C:6]=1[S:7]([NH2:10])(=[O:9])=[O:8].CS[C:18](SC)=[C:19]1[C:28](=[O:29])[C@@:27]([CH2:31][CH2:32][C:33]([CH3:36])([CH3:35])[CH3:34])([CH3:30])[C:26]2[C:21](=[CH:22][CH:23]=[CH:24][CH:25]=2)[C:20]1=[O:37]. (6) The reactants are: [N+]([C:4]1[C:13]2[C:8](=[CH:9][CH:10]=[CH:11][CH:12]=2)[N:7]=[C:6]([C:14]2[CH:20]=[CH:19][C:17]([NH2:18])=[CH:16][CH:15]=2)[CH:5]=1)([O-])=O.[F-:21].[K+]. Given the product [F:21][C:4]1[C:13]2[C:8](=[CH:9][CH:10]=[CH:11][CH:12]=2)[N:7]=[C:6]([C:14]2[CH:20]=[CH:19][C:17]([NH2:18])=[CH:16][CH:15]=2)[CH:5]=1, predict the reactants needed to synthesize it. (7) Given the product [F:26][C:27]([F:42])([F:41])[C:11]1[N:9]2[C:10]3[CH:1]=[CH:2][CH:3]=[N:4][C:5]=3[O:6][C:7]3([CH2:18][CH2:17][N:16]([C:19]([O:21][C:22]([CH3:25])([CH3:24])[CH3:23])=[O:20])[CH2:15][CH2:14]3)[C:8]2=[CH:13][CH:12]=1, predict the reactants needed to synthesize it. The reactants are: [CH:1]1[C:10]2[N:9]3[CH:11]=[CH:12][CH:13]=[C:8]3[C:7]3([CH2:18][CH2:17][N:16]([C:19]([O:21][C:22]([CH3:25])([CH3:24])[CH3:23])=[O:20])[CH2:15][CH2:14]3)[O:6][C:5]=2[N:4]=[CH:3][CH:2]=1.[F:26][C:27]([F:42])([F:41])[S+]1C2C=CC=CC=2C2C=CC=CC1=2.O. (8) Given the product [Cl:8][C:7]1[CH:6]=[C:5]([OH:9])[C:4]([Cl:10])=[CH:3][C:2]=1/[CH:13]=[CH:12]/[C:11]([O:15][C:16]([CH3:19])([CH3:18])[CH3:17])=[O:14], predict the reactants needed to synthesize it. The reactants are: Br[C:2]1[C:7]([Cl:8])=[CH:6][C:5]([OH:9])=[C:4]([Cl:10])[CH:3]=1.[C:11]([O:15][C:16]([CH3:19])([CH3:18])[CH3:17])(=[O:14])[CH:12]=[CH2:13].C(N(CC)CC)C.